From a dataset of hERG Central: cardiac toxicity at 1µM, 10µM, and general inhibition. Predict hERG channel inhibition at various concentrations. (1) The drug is COc1ccc(C(=O)C2CCCN(Cc3ccc(OC)c(C)c3C)C2)cc1OC. Results: hERG_inhib (hERG inhibition (general)): blocker. (2) The molecule is N#Cc1ccc(OCC(O)CN2CCN(C(c3ccccc3)c3ccccc3)CC2)cc1. Results: hERG_inhib (hERG inhibition (general)): blocker. (3) The molecule is CCC(=O)N1C(Cc2ccccc2)COC1(C)C. Results: hERG_inhib (hERG inhibition (general)): blocker. (4) The molecule is C=C(C)COc1ccc(-c2[nH]ncc2Oc2ccccc2OC)c(O)c1. Results: hERG_inhib (hERG inhibition (general)): blocker. (5) The drug is COc1ccc(CCN(C(=O)c2ccco2)C(C(=O)NC2CCCC2)c2ccncc2)cc1OC. Results: hERG_inhib (hERG inhibition (general)): blocker. (6) The drug is CC(C)CCn1c(=O)c2sccc2n2c(CCCC(=O)N3CCN(c4ccccn4)CC3)nnc12. Results: hERG_inhib (hERG inhibition (general)): blocker. (7) The molecule is CCOC(=O)c1cnc2c(C)cccc2c1NCc1ccco1. Results: hERG_inhib (hERG inhibition (general)): blocker.